From a dataset of Reaction yield outcomes from USPTO patents with 853,638 reactions. Predict the reaction yield, written as a fraction of the theoretical maximum amount of product (1.0 means a 100% yield; for example, 0.34 means a 34% yield). (1) The reactants are [Br:1][CH2:2][CH2:3][O:4][CH3:5].C1(C)C=CC=CC=1.[CH2:13]([P:15]([CH2:18][CH3:19])[CH2:16][CH3:17])[CH3:14]. The catalyst is CCCCCC. The product is [Br-:1].[CH2:13]([P+:15]([CH2:18][CH3:19])([CH2:16][CH3:17])[CH2:2][CH2:3][O:4][CH3:5])[CH3:14]. The yield is 0.970. (2) The reactants are CCN(C(C)C)C(C)C.[OH:10][C:11]1[CH:12]=[CH:13][CH:14]=[C:15]2[C:20]=1[O:19][C:18](=[O:21])[C:17]([C:22]([OH:24])=O)=[CH:16]2.CN(C(ON1N=NC2C=CC=NC1=2)=[N+](C)C)C.F[P-](F)(F)(F)(F)F.[N:49]1[NH:50][C:51]([C:54]2[CH:55]=[C:56]([NH2:60])[CH:57]=[CH:58][CH:59]=2)=[CH:52][CH:53]=1. The catalyst is CN(C=O)C. The product is [N:49]1[NH:50][C:51]([C:54]2[CH:55]=[C:56]([NH:60][C:22]([C:17]3[C:18](=[O:21])[O:19][C:20]4[C:15]([CH:16]=3)=[CH:14][CH:13]=[CH:12][C:11]=4[OH:10])=[O:24])[CH:57]=[CH:58][CH:59]=2)=[CH:52][CH:53]=1. The yield is 0.0700. (3) The reactants are [N:1]([Sn](CCCC)(CCCC)CCCC)=[N+:2]=[N-:3].[NH2:17][C:18]1[C:19]2[C:26]([C:27]#[N:28])=[CH:25][N:24]([C@@H:29]3[O:35][C@H:34]([CH2:36][OH:37])[C@@H:32]([OH:33])[C@@:30]3([CH3:38])[OH:31])[C:20]=2[N:21]=[CH:22][N:23]=1.C1(C)C=CC=CC=1.CN(C=O)C. The catalyst is Cl.CO. The product is [CH3:38][C@@:30]1([OH:31])[C@H:32]([OH:33])[C@@H:34]([CH2:36][OH:37])[O:35][C@H:29]1[N:24]1[C:20]2[N:21]=[CH:22][N:23]=[C:18]([NH2:17])[C:19]=2[C:26]([C:27]2[NH:3][N:2]=[N:1][N:28]=2)=[CH:25]1. The yield is 0.770. (4) The reactants are [CH3:1][O:2][CH2:3][CH2:4][O:5][C:6]1[CH:7]=[C:8]2[C:20]([NH:21][C:22]3[CH:23]=[CH:24][CH:25]=[C:26]([C:28]#[CH:29])[CH:27]=3)=[N:19][CH:18]=[N:17][C:9]2=[CH:10][C:11]=1[O:12][CH2:13][CH2:14][O:15][CH3:16].Cl.[OH-].[Na+].C(OC(=O)C)C. The catalyst is O. The product is [CH3:1][O:2][CH2:3][CH2:4][O:5][C:6]1[CH:7]=[C:8]2[C:20]([NH:21][C:22]3[CH:23]=[CH:24][CH:25]=[C:26]([C:28]#[CH:29])[CH:27]=3)=[N:19][CH:18]=[N:17][C:9]2=[CH:10][C:11]=1[O:12][CH2:13][CH2:14][O:15][CH3:16]. The yield is 0.963. (5) The reactants are [C:1]([C:5]1[CH:10]=[CH:9][C:8]([N+:11]([O-:13])=[O:12])=[CH:7][C:6]=1N)([CH3:4])([CH3:3])[CH3:2].N([O-])=O.[Na+].[O-:19][S:20]([O-:22])=O.[Na+].[Na+].[ClH:25]. The catalyst is O.[O-]S([O-])(=O)=O.[Cu+2]. The product is [C:1]([C:5]1[CH:10]=[CH:9][C:8]([N+:11]([O-:13])=[O:12])=[CH:7][C:6]=1[S:20]([Cl:25])(=[O:22])=[O:19])([CH3:4])([CH3:3])[CH3:2]. The yield is 0.170. (6) The reactants are [CH:1]1([NH:6][C:7]2[N:16]=[CH:15][C:14]3[CH2:13][CH2:12][C:11]4[C:17]([C:21]([O:23]CC)=[O:22])=[N:18][N:19]([CH3:20])[C:10]=4[C:9]=3[N:8]=2)[CH2:5][CH2:4][CH2:3][CH2:2]1.[OH-].[K+:27]. The catalyst is C(O)C. The product is [CH:1]1([NH:6][C:7]2[N:16]=[CH:15][C:14]3[CH2:13][CH2:12][C:11]4[C:17]([C:21]([O-:23])=[O:22])=[N:18][N:19]([CH3:20])[C:10]=4[C:9]=3[N:8]=2)[CH2:2][CH2:3][CH2:4][CH2:5]1.[K+:27]. The yield is 0.820.